This data is from Catalyst prediction with 721,799 reactions and 888 catalyst types from USPTO. The task is: Predict which catalyst facilitates the given reaction. (1) Reactant: [CH3:1][S:2]([C:5]1[CH:31]=[CH:30][C:8]([O:9][CH2:10][C:11]2[CH:16]=[CH:15][C:14]([CH:17]3[CH2:22][CH2:21][N:20](C(OC(C)(C)C)=O)[CH2:19][CH2:18]3)=[CH:13][N:12]=2)=[CH:7][CH:6]=1)(=[O:4])=[O:3].FC(F)(F)C(O)=O. Product: [CH3:1][S:2]([C:5]1[CH:6]=[CH:7][C:8]([O:9][CH2:10][C:11]2[CH:16]=[CH:15][C:14]([CH:17]3[CH2:22][CH2:21][NH:20][CH2:19][CH2:18]3)=[CH:13][N:12]=2)=[CH:30][CH:31]=1)(=[O:3])=[O:4]. The catalyst class is: 4. (2) Reactant: C([O:5][C:6](=[O:36])[CH2:7][CH2:8][NH:9][C:10]1[C:34]([CH3:35])=[CH:33][C:13]2[N:14]=[C:15]3[C:20]([N:21]([CH2:22][CH:23]([OH:30])[CH:24]([OH:29])[CH:25]([OH:28])[CH2:26][OH:27])[C:12]=2[CH:11]=1)=[N:19][C:18](=[O:31])[NH:17][C:16]3=[O:32])(C)(C)C.C(O)(C(F)(F)F)=O. Product: [CH3:35][C:34]1[C:10]([NH:9][CH2:8][CH2:7][C:6]([OH:36])=[O:5])=[CH:11][C:12]2[N:21]([CH2:22][CH:23]([OH:30])[CH:24]([OH:29])[CH:25]([OH:28])[CH2:26][OH:27])[C:20]3[C:15]([C:16](=[O:32])[NH:17][C:18](=[O:31])[N:19]=3)=[N:14][C:13]=2[CH:33]=1. The catalyst class is: 2. (3) Reactant: [CH3:1][N:2]1[C:6]2[CH:7]=[C:8]([C:10]([O:12]CC)=[O:11])[S:9][C:5]=2[N:4]=[C:3]1[CH2:15][O:16][CH3:17].[OH-].[Na+]. Product: [CH3:1][N:2]1[C:6]2[CH:7]=[C:8]([C:10]([OH:12])=[O:11])[S:9][C:5]=2[N:4]=[C:3]1[CH2:15][O:16][CH3:17]. The catalyst class is: 8. (4) Reactant: [F:1][C:2]1[C:8]([F:9])=[C:7]([F:10])[CH:6]=[CH:5][C:3]=1[NH2:4].[C:11]([O:16][CH2:17][CH3:18])(=[O:15])[C:12]([CH3:14])=O.Cl. Product: [F:1][C:2]1[C:8]([F:9])=[C:7]([F:10])[CH:6]=[CH:5][C:3]=1[NH:4][CH:12]([CH3:14])[C:11]([O:16][CH2:17][CH3:18])=[O:15]. The catalyst class is: 29.